Dataset: Catalyst prediction with 721,799 reactions and 888 catalyst types from USPTO. Task: Predict which catalyst facilitates the given reaction. (1) Reactant: C[O:2][C:3]1[CH:15]=[CH:14][C:6]2[C:7]([C:10]([O:12][CH3:13])=[O:11])=[CH:8][O:9][C:5]=2[CH:4]=1.B(Br)(Br)Br. Product: [OH:2][C:3]1[CH:15]=[CH:14][C:6]2[C:7]([C:10]([O:12][CH3:13])=[O:11])=[CH:8][O:9][C:5]=2[CH:4]=1. The catalyst class is: 4. (2) Reactant: C[O:2][C:3]([C:5]1[CH:10]=[CH:9][C:8]([C:11]2[C:12]([CH3:54])([CH3:53])[C@H:13]3[C@:26]([CH3:29])([CH2:27][CH:28]=2)[C@@H:25]2[C@:16]([CH3:52])([C@@:17]4([CH3:51])[C@H:22]([CH2:23][CH2:24]2)[C@H:21]2[C@H:30]([C:33]([CH3:35])=[CH2:34])[CH2:31][CH2:32][C@:20]2([NH:36][CH2:37][CH:38]2[CH2:43][CH2:42][CH2:41][N:40]([C:44]([O:46][C:47]([CH3:50])([CH3:49])[CH3:48])=[O:45])[CH2:39]2)[CH2:19][CH2:18]4)[CH2:15][CH2:14]3)=[CH:7][CH:6]=1)=[O:4].[OH-].[Na+]. Product: [C:47]([O:46][C:44]([N:40]1[CH2:41][CH2:42][CH2:43][CH:38]([CH2:37][NH:36][C@:20]23[CH2:32][CH2:31][C@@H:30]([C:33]([CH3:35])=[CH2:34])[C@@H:21]2[C@@H:22]2[C@@:17]([CH3:51])([CH2:18][CH2:19]3)[C@@:16]3([CH3:52])[C@@H:25]([C@:26]4([CH3:29])[C@@H:13]([CH2:14][CH2:15]3)[C:12]([CH3:54])([CH3:53])[C:11]([C:8]3[CH:7]=[CH:6][C:5]([C:3]([OH:4])=[O:2])=[CH:10][CH:9]=3)=[CH:28][CH2:27]4)[CH2:24][CH2:23]2)[CH2:39]1)=[O:45])([CH3:48])([CH3:49])[CH3:50]. The catalyst class is: 169. (3) Reactant: [Cl:1][C:2]1[CH:7]=[CH:6][C:5]([CH2:8][C:9]([OH:11])=[O:10])=[CH:4][CH:3]=1.C([Li])CCC.Br[CH2:18][CH2:19][CH2:20][Cl:21].C(OCC)(=O)C. Product: [Cl:21][CH2:20][CH2:19][CH2:18][CH:8]([C:5]1[CH:4]=[CH:3][C:2]([Cl:1])=[CH:7][CH:6]=1)[C:9]([OH:11])=[O:10]. The catalyst class is: 1.